From a dataset of NCI-60 drug combinations with 297,098 pairs across 59 cell lines. Regression. Given two drug SMILES strings and cell line genomic features, predict the synergy score measuring deviation from expected non-interaction effect. (1) Drug 1: C1CN1P(=S)(N2CC2)N3CC3. Drug 2: CC1=C(C(=CC=C1)Cl)NC(=O)C2=CN=C(S2)NC3=CC(=NC(=N3)C)N4CCN(CC4)CCO. Cell line: COLO 205. Synergy scores: CSS=10.3, Synergy_ZIP=-7.89, Synergy_Bliss=-1.20, Synergy_Loewe=-1.27, Synergy_HSA=-0.908. (2) Drug 1: C1=CC(=CC=C1CCCC(=O)O)N(CCCl)CCCl. Drug 2: COC1=C2C(=CC3=C1OC=C3)C=CC(=O)O2. Cell line: SR. Synergy scores: CSS=32.7, Synergy_ZIP=-6.50, Synergy_Bliss=-12.4, Synergy_Loewe=-20.7, Synergy_HSA=-12.0. (3) Drug 1: C1=CC=C(C=C1)NC(=O)CCCCCCC(=O)NO. Drug 2: COC1=C2C(=CC3=C1OC=C3)C=CC(=O)O2. Cell line: U251. Synergy scores: CSS=18.5, Synergy_ZIP=-3.98, Synergy_Bliss=-5.04, Synergy_Loewe=-26.4, Synergy_HSA=-8.64. (4) Drug 1: CC(C1=C(C=CC(=C1Cl)F)Cl)OC2=C(N=CC(=C2)C3=CN(N=C3)C4CCNCC4)N. Drug 2: CS(=O)(=O)C1=CC(=C(C=C1)C(=O)NC2=CC(=C(C=C2)Cl)C3=CC=CC=N3)Cl. Cell line: MDA-MB-231. Synergy scores: CSS=11.5, Synergy_ZIP=-0.686, Synergy_Bliss=1.17, Synergy_Loewe=-2.88, Synergy_HSA=1.35. (5) Drug 1: CN1CCC(CC1)COC2=C(C=C3C(=C2)N=CN=C3NC4=C(C=C(C=C4)Br)F)OC. Drug 2: CCC1(CC2CC(C3=C(CCN(C2)C1)C4=CC=CC=C4N3)(C5=C(C=C6C(=C5)C78CCN9C7C(C=CC9)(C(C(C8N6C)(C(=O)OC)O)OC(=O)C)CC)OC)C(=O)OC)O.OS(=O)(=O)O. Cell line: NCI/ADR-RES. Synergy scores: CSS=8.54, Synergy_ZIP=-2.69, Synergy_Bliss=2.11, Synergy_Loewe=3.23, Synergy_HSA=2.68. (6) Drug 1: CC1=C(C=C(C=C1)NC(=O)C2=CC=C(C=C2)CN3CCN(CC3)C)NC4=NC=CC(=N4)C5=CN=CC=C5. Drug 2: COCCOC1=C(C=C2C(=C1)C(=NC=N2)NC3=CC=CC(=C3)C#C)OCCOC.Cl. Cell line: A498. Synergy scores: CSS=15.1, Synergy_ZIP=6.59, Synergy_Bliss=6.93, Synergy_Loewe=-5.53, Synergy_HSA=1.78. (7) Drug 1: CS(=O)(=O)C1=CC(=C(C=C1)C(=O)NC2=CC(=C(C=C2)Cl)C3=CC=CC=N3)Cl. Drug 2: C1=NNC2=C1C(=O)NC=N2. Cell line: HOP-62. Synergy scores: CSS=8.16, Synergy_ZIP=-2.35, Synergy_Bliss=2.97, Synergy_Loewe=1.17, Synergy_HSA=2.18.